Dataset: Catalyst prediction with 721,799 reactions and 888 catalyst types from USPTO. Task: Predict which catalyst facilitates the given reaction. (1) Reactant: [CH3:1][O:2][C:3](=[O:13])[CH2:4][C:5]1[CH:10]=[CH:9][C:8](Cl)=[CH:7][C:6]=1[Cl:12].C1(P(C2CCCCC2)C2C=CC=CC=2C2C(OC)=CC=CC=2OC)CCCCC1.P([O-])([O-])([O-])=O.[K+].[K+].[K+].[CH2:51]([C:53]([C:72]1[CH:77]=[CH:76][C:75](/[CH:78]=[CH:79]/[C:80]([C:86]([F:89])([F:88])[F:87])([OH:85])[C:81]([F:84])([F:83])[F:82])=[C:74]([CH3:90])[CH:73]=1)([C:56]1[CH:61]=[CH:60][C:59](B2OC(C)(C)C(C)(C)O2)=[C:58]([CH3:71])[CH:57]=1)[CH2:54][CH3:55])[CH3:52]. Product: [CH3:1][O:2][C:3](=[O:13])[CH2:4][C:5]1[CH:10]=[CH:9][C:8]([C:59]2[CH:60]=[CH:61][C:56]([C:53]([CH2:54][CH3:55])([C:72]3[CH:77]=[CH:76][C:75](/[CH:78]=[CH:79]/[C:80]([OH:85])([C:86]([F:88])([F:89])[F:87])[C:81]([F:84])([F:83])[F:82])=[C:74]([CH3:90])[CH:73]=3)[CH2:51][CH3:52])=[CH:57][C:58]=2[CH3:71])=[CH:7][C:6]=1[Cl:12]. The catalyst class is: 493. (2) Reactant: Br[C:2]1[S:3][C:4]([Br:7])=[CH:5][N:6]=1.[NH:8]1[CH2:13][CH2:12][NH:11][CH2:10][CH2:9]1.C(N(CC)CC)C. Product: [Br:7][C:4]1[S:3][C:2]([N:8]2[CH2:13][CH2:12][NH:11][CH2:10][CH2:9]2)=[N:6][CH:5]=1. The catalyst class is: 7. (3) Reactant: [CH3:1][O:2][C:3]1[CH:4]=[C:5]2[C:9](=[CH:10][CH:11]=1)[NH:8][C:7]([CH3:12])=[CH:6]2.[H-].[Na+].Br[CH2:16][CH2:17][C:18]([O:20]CC)=[O:19]. Product: [CH3:1][O:2][C:3]1[CH:4]=[C:5]2[C:9](=[CH:10][CH:11]=1)[NH:8][C:7]([CH3:12])=[C:6]2[CH2:16][CH2:17][C:18]([OH:20])=[O:19]. The catalyst class is: 9. (4) Reactant: Cl[C:2]1[C:7]([C:8]#[N:9])=[C:6]([C:10]2[CH:15]=[CH:14][CH:13]=[C:12]([N+:16]([O-:18])=[O:17])[CH:11]=2)[N:5]=[C:4]([NH:19][CH:20]2[CH2:22][CH2:21]2)[N:3]=1.[SH:23][CH2:24][C:25]([NH2:27])=[O:26].C([O-])([O-])=O.[K+].[K+]. Product: [C:8]([C:7]1[C:2]([S:23][CH2:24][C:25]([NH2:27])=[O:26])=[N:3][C:4]([NH:19][CH:20]2[CH2:22][CH2:21]2)=[N:5][C:6]=1[C:10]1[CH:15]=[CH:14][CH:13]=[C:12]([N+:16]([O-:18])=[O:17])[CH:11]=1)#[N:9]. The catalyst class is: 8.